This data is from NCI-60 drug combinations with 297,098 pairs across 59 cell lines. The task is: Regression. Given two drug SMILES strings and cell line genomic features, predict the synergy score measuring deviation from expected non-interaction effect. Drug 1: C1=NC2=C(N=C(N=C2N1C3C(C(C(O3)CO)O)F)Cl)N. Drug 2: CC1C(C(CC(O1)OC2CC(CC3=C2C(=C4C(=C3O)C(=O)C5=CC=CC=C5C4=O)O)(C(=O)C)O)N)O. Cell line: HCT116. Synergy scores: CSS=46.3, Synergy_ZIP=-4.30, Synergy_Bliss=-4.18, Synergy_Loewe=0.0593, Synergy_HSA=1.23.